From a dataset of Catalyst prediction with 721,799 reactions and 888 catalyst types from USPTO. Predict which catalyst facilitates the given reaction. (1) Reactant: [H-].[Na+].[SH:3][C:4]1[CH:5]=[C:6]([CH:10]=[CH:11][CH:12]=1)[C:7]([OH:9])=[O:8].Cl[C:14]1[CH:15]=[C:16]([CH:19]=[CH:20][N:21]=1)[C:17]#[N:18].Cl. Product: [C:17]([C:16]1[CH:19]=[CH:20][N:21]=[C:14]([S:3][C:4]2[CH:5]=[C:6]([CH:10]=[CH:11][CH:12]=2)[C:7]([OH:9])=[O:8])[CH:15]=1)#[N:18]. The catalyst class is: 9. (2) Reactant: [Si:1]([O:8][C@@H:9]1[C@@:28]2([CH3:29])[C:13](=[CH:14][CH:15]=[C:16]3[C@@H:27]2[CH2:26][CH2:25][C@@:24]2([CH3:30])[C@H:17]3[CH2:18][CH:19]=[C:20]2[C@@H:21]([OH:23])[CH3:22])[CH2:12][C@@H:11]([O:31][Si:32]([C:35]([CH3:38])([CH3:37])[CH3:36])([CH3:34])[CH3:33])[CH2:10]1)([C:4]([CH3:7])([CH3:6])[CH3:5])([CH3:3])[CH3:2].[H-].[Na+].Br[CH2:42][CH:43]1[O:47][C:44]1([CH3:46])[CH3:45].C([BH-](C(CC)C)C(CC)C)(CC)C.[Li+].[OH-].[Na+].OO. Product: [Si:1]([O:8][C@@H:9]1[C@@:28]2([CH3:29])[C:13](=[CH:14][CH:15]=[C:16]3[C@@H:27]2[CH2:26][CH2:25][C@@:24]2([CH3:30])[C@H:17]3[CH2:18][CH:19]=[C:20]2[C@@H:21]([O:23][CH2:42][CH2:43][C:44]([OH:47])([CH3:46])[CH3:45])[CH3:22])[CH2:12][C@@H:11]([O:31][Si:32]([C:35]([CH3:37])([CH3:36])[CH3:38])([CH3:33])[CH3:34])[CH2:10]1)([C:4]([CH3:7])([CH3:6])[CH3:5])([CH3:3])[CH3:2]. The catalyst class is: 54. (3) Reactant: [F:1][C:2]1[CH:3]=[C:4]([C:8]2[C:13](=[O:14])[N:12]3[C:15]([CH3:19])=[CH:16][CH:17]=[CH:18][C:11]3=[N:10][C:9]=2[CH:20]=[O:21])[CH:5]=[CH:6][CH:7]=1.[CH3:22][Mg]Br.CCOCC. Product: [F:1][C:2]1[CH:3]=[C:4]([C:8]2[C:13](=[O:14])[N:12]3[C:15]([CH3:19])=[CH:16][CH:17]=[CH:18][C:11]3=[N:10][C:9]=2[CH:20]([OH:21])[CH3:22])[CH:5]=[CH:6][CH:7]=1. The catalyst class is: 1. (4) Reactant: Br[C:2]1[CH:3]=[C:4]2[C:9](=[CH:10][CH:11]=1)[O:8][CH:7]([C:12]1[CH:17]=[CH:16][CH:15]=[CH:14][N:13]=1)[CH2:6][C:5]2=[O:18].[C:19]([C:21]1[CH:22]=[C:23](B(O)O)[CH:24]=[CH:25][CH:26]=1)#[N:20]. Product: [O:18]=[C:5]1[C:4]2[C:9](=[CH:10][CH:11]=[C:2]([C:25]3[CH:26]=[C:21]([CH:22]=[CH:23][CH:24]=3)[C:19]#[N:20])[CH:3]=2)[O:8][CH:7]([C:12]2[CH:17]=[CH:16][CH:15]=[CH:14][N:13]=2)[CH2:6]1. The catalyst class is: 806. (5) Reactant: [CH2:1]([NH:3][C:4]1[CH:9]=[CH:8][C:7]([C:10]([OH:19])([C:15]([F:18])([F:17])[F:16])[C:11]([F:14])([F:13])[F:12])=[CH:6][CH:5]=1)[CH3:2].Cl[CH2:21][C:22]1[N:23]=[C:24]([C:28]2[CH:33]=[CH:32][CH:31]=[C:30]([C:34]([F:37])([F:36])[F:35])[CH:29]=2)[O:25][C:26]=1[CH3:27]. Product: [CH2:1]([N:3]([CH2:21][C:22]1[N:23]=[C:24]([C:28]2[CH:33]=[CH:32][CH:31]=[C:30]([C:34]([F:37])([F:36])[F:35])[CH:29]=2)[O:25][C:26]=1[CH3:27])[C:4]1[CH:5]=[CH:6][C:7]([C:10]([OH:19])([C:11]([F:13])([F:14])[F:12])[C:15]([F:16])([F:18])[F:17])=[CH:8][CH:9]=1)[CH3:2]. The catalyst class is: 3. (6) Reactant: [Cl:1][C:2]1[C:3]([OH:13])=[CH:4][CH:5]=[C:6]2[C:11]=1[N:10]=[C:9]([CH3:12])[CH:8]=[CH:7]2.C(=O)([O-])[O-].[K+].[K+].Br[CH2:21][CH2:22][O:23][CH3:24]. The catalyst class is: 21. Product: [Cl:1][C:2]1[C:3]([O:13][CH2:21][CH2:22][O:23][CH3:24])=[CH:4][CH:5]=[C:6]2[C:11]=1[N:10]=[C:9]([CH3:12])[CH:8]=[CH:7]2. (7) Reactant: [CH3:1][C:2]([C:4]1[CH:9]=[CH:8][C:7]([C:10](=[O:12])[CH3:11])=[CH:6][CH:5]=1)=[CH2:3].CN1C=CN=C1.[N+](=[CH:21][C:22]([O:24][CH2:25][CH3:26])=[O:23])=[N-]. Product: [C:10]([C:7]1[CH:8]=[CH:9][C:4]([C:2]2([CH3:3])[CH2:1][CH:21]2[C:22]([O:24][CH2:25][CH3:26])=[O:23])=[CH:5][CH:6]=1)(=[O:12])[CH3:11]. The catalyst class is: 11. (8) Reactant: [Cl:1][C:2]1[C:11]2[C:6](=[CH:7][C:8]([S:12]([NH:15][C@@H:16]3[CH2:21][CH2:20][C@H:19]([C:22]([O:24]C(C)(C)C)=[O:23])[CH2:18][CH2:17]3)(=[O:14])=[O:13])=[CH:9][CH:10]=2)[C:5]([NH:29][C:30]([NH2:32])=[NH:31])=[N:4][CH:3]=1.Cl. Product: [ClH:1].[Cl:1][C:2]1[C:11]2[C:6](=[CH:7][C:8]([S:12]([NH:15][C@@H:16]3[CH2:21][CH2:20][C@H:19]([C:22]([OH:24])=[O:23])[CH2:18][CH2:17]3)(=[O:13])=[O:14])=[CH:9][CH:10]=2)[C:5]([NH:29][C:30]([NH2:32])=[NH:31])=[N:4][CH:3]=1. The catalyst class is: 25. (9) Reactant: [F:1][C:2]([F:18])([F:17])[C:3]([N:5]1[CH2:11][CH2:10][C:9]2[CH:12]=[C:13]([OH:16])[CH:14]=[CH:15][C:8]=2[CH2:7][CH2:6]1)=[O:4].Cl[C:20]1[CH:28]=[CH:27][C:23]([C:24]([NH2:26])=[O:25])=[CH:22][N:21]=1.C([O-])([O-])=O.[K+].[K+].C1(C)C=CC=CC=1. Product: [F:18][C:2]([F:1])([F:17])[C:3]([N:5]1[CH2:11][CH2:10][C:9]2[CH:12]=[C:13]([O:16][C:20]3[CH:28]=[CH:27][C:23]([C:24]([NH2:26])=[O:25])=[CH:22][N:21]=3)[CH:14]=[CH:15][C:8]=2[CH2:7][CH2:6]1)=[O:4]. The catalyst class is: 3.